This data is from Forward reaction prediction with 1.9M reactions from USPTO patents (1976-2016). The task is: Predict the product of the given reaction. (1) The product is: [C:1]([O:5][C:6]([N:8]1[C:16]2[C:11](=[CH:12][C:13]([OH:17])=[CH:14][CH:15]=2)[CH:10]=[C:9]1[C:25]1[C:26](=[O:55])[N:27]([CH2:47][O:48][CH2:49][CH2:50][Si:51]([CH3:53])([CH3:52])[CH3:54])[CH:28]=[C:29]([NH:31][C:32]([C:34]2[CH:35]=[N:36][N:37]([CH2:39][C:40]3[CH:45]=[CH:44][C:43]([CH3:46])=[CH:42][CH:41]=3)[CH:38]=2)=[O:33])[CH:30]=1)=[O:7])([CH3:3])([CH3:2])[CH3:4]. Given the reactants [C:1]([O:5][C:6]([N:8]1[C:16]2[C:11](=[CH:12][C:13]([O:17][Si](C(C)(C)C)(C)C)=[CH:14][CH:15]=2)[CH:10]=[C:9]1[C:25]1[C:26](=[O:55])[N:27]([CH2:47][O:48][CH2:49][CH2:50][Si:51]([CH3:54])([CH3:53])[CH3:52])[CH:28]=[C:29]([NH:31][C:32]([C:34]2[CH:35]=[N:36][N:37]([CH2:39][C:40]3[CH:45]=[CH:44][C:43]([CH3:46])=[CH:42][CH:41]=3)[CH:38]=2)=[O:33])[CH:30]=1)=[O:7])([CH3:4])([CH3:3])[CH3:2].[F-].C([N+](CCCC)(CCCC)CCCC)CCC, predict the reaction product. (2) Given the reactants [OH:1][C:2]1[CH:9]=[CH:8][C:7]([O:10][CH3:11])=[CH:6][C:3]=1[CH:4]=[O:5].C([O-])([O-])=O.[Cs+].[Cs+].[Na+].[I-].Cl[CH2:21][CH2:22][N:23]1[CH2:28][CH2:27][O:26][CH2:25][CH2:24]1.Cl, predict the reaction product. The product is: [CH3:11][O:10][C:7]1[CH:8]=[CH:9][C:2]([O:1][CH2:21][CH2:22][N:23]2[CH2:28][CH2:27][O:26][CH2:25][CH2:24]2)=[C:3]([CH:6]=1)[CH:4]=[O:5]. (3) Given the reactants [Na].Cl[C:3]1[CH:8]=[C:7]([CH3:9])[C:6]([N+:10]([O-:12])=[O:11])=[CH:5][N:4]=1.[CH3:13][OH:14], predict the reaction product. The product is: [CH3:13][O:14][C:3]1[CH:8]=[C:7]([CH3:9])[C:6]([N+:10]([O-:12])=[O:11])=[CH:5][N:4]=1.